The task is: Predict the product of the given reaction.. This data is from Forward reaction prediction with 1.9M reactions from USPTO patents (1976-2016). (1) Given the reactants [CH2:1]([O:3][C:4]1[CH:26]=[CH:25][C:7]([CH:8]=[C:9]2[CH2:14][CH2:13][CH2:12][CH:11]([C:15]([O:17]CC3C=CC=CC=3)=O)[CH2:10]2)=[CH:6][CH:5]=1)[CH3:2].Cl.[NH2:28][C@H:29]1[CH2:34][CH2:33][C@H:32]([OH:35])[CH2:31][CH2:30]1.F[P-](F)(F)(F)(F)F.N1(O[P+](N(C)C)(N(C)C)N(C)C)C2C=CC=CC=2N=N1.C(N(CC)C(C)C)(C)C, predict the reaction product. The product is: [CH2:1]([O:3][C:4]1[CH:5]=[CH:6][C:7]([CH2:8][CH:9]2[CH2:14][CH2:13][CH2:12][CH:11]([C:15]([NH:28][C@H:29]3[CH2:34][CH2:33][C@H:32]([OH:35])[CH2:31][CH2:30]3)=[O:17])[CH2:10]2)=[CH:25][CH:26]=1)[CH3:2]. (2) Given the reactants C[O:2][C:3](=O)[CH2:4][C:5]1[NH:6][C:7]2[C:12]([C:13]=1[S:14][CH3:15])=[CH:11][C:10]([Cl:16])=[CH:9][CH:8]=2.[H-].[Al+3].[Li+].[H-].[H-].[H-].O.O.O.O.O.O.O.O.O.O.S([O-])([O-])(=O)=O.[Na+].[Na+], predict the reaction product. The product is: [Cl:16][C:10]1[CH:11]=[C:12]2[C:7](=[CH:8][CH:9]=1)[NH:6][C:5]([CH2:4][CH2:3][OH:2])=[C:13]2[S:14][CH3:15]. (3) Given the reactants [CH3:1][C:2]1[CH:7]=[CH:6][C:5]([S:8]([O:11][CH2:12][CH2:13][C:14]2[CH:15]=[C:16]3[C:21](=[CH:22][CH:23]=2)[O:20][CH2:19][CH2:18][C:17]3=[O:24])(=[O:10])=[O:9])=[CH:4][CH:3]=1.[OH-:25].[K+].[C:27](OC1C(OC(=O)C)=C(I)C=CC=1)(=[O:29])C.[CH3:42]O, predict the reaction product. The product is: [CH3:1][C:2]1[CH:3]=[CH:4][C:5]([S:8]([O:11][CH2:12][CH2:13][C:14]2[CH:15]=[C:16]3[C:21](=[CH:22][CH:23]=2)[O:20][CH2:19][CH:18]([OH:25])[C:17]3([O:29][CH3:27])[O:24][CH3:42])(=[O:10])=[O:9])=[CH:6][CH:7]=1. (4) Given the reactants [F:1][C:2]([F:28])([F:27])[C:3]1[CH:4]=[CH:5][C:6]([C:9]2[N:14]=[CH:13][N:12]=[C:11]([CH2:15][N:16]3C(=O)C4C(=CC=CC=4)C3=O)[CH:10]=2)=[N:7][CH:8]=1.O.NN, predict the reaction product. The product is: [F:28][C:2]([F:1])([F:27])[C:3]1[CH:4]=[CH:5][C:6]([C:9]2[N:14]=[CH:13][N:12]=[C:11]([CH2:15][NH2:16])[CH:10]=2)=[N:7][CH:8]=1. (5) Given the reactants [Cl-].[NH4+].[CH2:3]([N:10]1[CH2:15][CH2:14][C:13]([NH:17][C:18]2[CH:23]=[CH:22][CH:21]=[CH:20][C:19]=2[N+:24]([O-])=O)([CH3:16])[CH2:12][CH2:11]1)[C:4]1[CH:9]=[CH:8][CH:7]=[CH:6][CH:5]=1, predict the reaction product. The product is: [CH2:3]([N:10]1[CH2:11][CH2:12][C:13]([NH:17][C:18]2[C:19]([NH2:24])=[CH:20][CH:21]=[CH:22][CH:23]=2)([CH3:16])[CH2:14][CH2:15]1)[C:4]1[CH:5]=[CH:6][CH:7]=[CH:8][CH:9]=1. (6) Given the reactants [Cl:1][C:2]1[CH:15]=[CH:14][C:5]([C:6]([N:8](C)[CH2:9][C:10](O)=[O:11])=S)=[CH:4][CH:3]=1.O.[NH2:17][NH2:18], predict the reaction product. The product is: [Cl:1][C:2]1[CH:15]=[CH:14][C:5]([C:6]2[NH:8][CH2:9][C:10](=[O:11])[NH:18][N:17]=2)=[CH:4][CH:3]=1.